This data is from Reaction yield outcomes from USPTO patents with 853,638 reactions. The task is: Predict the reaction yield, written as a fraction of the theoretical maximum amount of product (1.0 means a 100% yield; for example, 0.34 means a 34% yield). (1) No catalyst specified. The product is [CH2:12]1[N:17]([C:9]([C:7]2[NH:6][C:5]3[S:1][CH:2]=[CH:3][C:4]=3[CH:8]=2)=[O:11])[CH2:16][CH2:15][N:14]2[CH2:18][CH2:19][CH2:20][CH:13]12. The reactants are [S:1]1[C:5]2[NH:6][C:7]([C:9]([OH:11])=O)=[CH:8][C:4]=2[CH:3]=[CH:2]1.[CH2:12]1[NH:17][CH2:16][CH2:15][N:14]2[CH2:18][CH2:19][CH2:20][CH:13]12. The yield is 0.350. (2) The reactants are [Br:1][C:2]1[N:7]=[C:6]([C:8](OC)=[O:9])[C:5]([NH:12][CH2:13][CH2:14][O:15][CH3:16])=[CH:4][C:3]=1[F:17].[NH3:18]. No catalyst specified. The product is [Br:1][C:2]1[N:7]=[C:6]([C:8]([NH2:18])=[O:9])[C:5]([NH:12][CH2:13][CH2:14][O:15][CH3:16])=[CH:4][C:3]=1[F:17]. The yield is 0.930. (3) The reactants are [NH2:1][C:2]1[CH:7]=[C:6]([Cl:8])[CH:5]=[CH:4][C:3]=1[NH:9][C:10]1[CH:18]=[CH:17][CH:16]=[CH:15][C:11]=1[C:12](O)=[O:13].C1(OC2C=CC=CC=2)C=CC=CC=1. No catalyst specified. The product is [Cl:8][C:6]1[CH:5]=[CH:4][C:3]2[NH:9][C:10]3[CH:18]=[CH:17][CH:16]=[CH:15][C:11]=3[C:12](=[O:13])[NH:1][C:2]=2[CH:7]=1. The yield is 0.760. (4) The reactants are [CH2:1]([C:3]1[N:15]([C@@H:16]2[C:24]3[C:19](=[CH:20][C:21]([C:25]4[CH:30]=[CH:29][CH:28]=[CH:27][C:26]=4[C:31]4[N:35](C(C5C=CC=CC=5)(C5C=CC=CC=5)C5C=CC=CC=5)[N:34]=[N:33][N:32]=4)=[CH:22][CH:23]=3)[CH2:18][CH2:17]2)[C:6]2=[N:7][C:8]([CH2:12][O:13][CH3:14])=[CH:9][C:10]([CH3:11])=[C:5]2[N:4]=1)[CH3:2]. The catalyst is CO. The product is [NH:35]1[C:31]([C:26]2[CH:27]=[CH:28][CH:29]=[CH:30][C:25]=2[C:21]2[CH:20]=[C:19]3[C:24](=[CH:23][CH:22]=2)[C@@H:16]([N:15]2[C:6]4=[N:7][C:8]([CH2:12][O:13][CH3:14])=[CH:9][C:10]([CH3:11])=[C:5]4[N:4]=[C:3]2[CH2:1][CH3:2])[CH2:17][CH2:18]3)=[N:32][N:33]=[N:34]1. The yield is 0.830. (5) The reactants are [Br:1][C:2]1[CH:7]=[CH:6][C:5]([CH2:8]Br)=[C:4]([F:10])[CH:3]=1.[C-:11]#[N:12].[Na+].O.C([O-])(O)=O.[Na+]. The catalyst is CN(C=O)C.CCOC(C)=O. The product is [Br:1][C:2]1[CH:7]=[CH:6][C:5]([CH2:8][C:11]#[N:12])=[C:4]([F:10])[CH:3]=1. The yield is 0.990. (6) The reactants are [CH2:1]1[C:6]2([CH2:11][CH2:10][CH2:9][CH2:8][CH2:7]2)[CH2:5][CH2:4][C:3](=O)[CH2:2]1.S([CH2:23][N+:24]#[C-])(C1C=CC(C)=CC=1)(=O)=O.CCO.CC([O-])(C)C.[K+]. The catalyst is COCCOC. The product is [CH2:1]1[C:6]2([CH2:11][CH2:10][CH2:9][CH2:8][CH2:7]2)[CH2:5][CH2:4][CH:3]([C:23]#[N:24])[CH2:2]1. The yield is 0.720. (7) The reactants are [NH2:1][C:2]1[C:3]([C:27]([NH2:29])=[O:28])=[N:4][C:5]([CH:8]2[CH2:13][CH2:12][N:11]([C:14]3[N:19]=[C:18](Cl)[N:17]=[C:16]([O:21][C@H:22]([CH3:26])[CH2:23][O:24][CH3:25])[N:15]=3)[CH2:10][CH2:9]2)=[CH:6][CH:7]=1.[F:30][C:31]([F:35])([F:34])[CH2:32][NH2:33].CCN(C(C)C)C(C)C.C[C:46](N(C)C)=[O:47]. The catalyst is CC([O-])=O.CC([O-])=O.[Pd+2]. The product is [NH2:1][C:2]1[CH:7]=[CH:6][C:5]([CH:8]2[CH2:13][CH2:12][N:11]([C:14]3[N:15]=[C:16]([O:21][C@H:22]([CH3:26])[CH2:23][O:24][CH3:25])[N:17]=[C:18]([C:46]([NH:33][CH2:32][C:31]([F:35])([F:34])[F:30])=[O:47])[N:19]=3)[CH2:10][CH2:9]2)=[N:4][C:3]=1[C:27](=[O:28])[NH2:29]. The yield is 0.0900. (8) The reactants are [CH:1](N(C(C)C)CC)(C)[CH3:2].[CH2:10](I)[CH3:11].[CH3:13][NH:14][C:15]([C:17]1[C:21]2[CH:22]=[C:23]([O:27][CH:28]([CH3:30])[CH3:29])[C:24]([NH2:26])=[CH:25][C:20]=2[O:19][C:18]=1[C:31]1[CH:36]=[CH:35][C:34]([F:37])=[CH:33][CH:32]=1)=[O:16]. The catalyst is C(#N)C. The product is [CH3:13][NH:14][C:15]([C:17]1[C:21]2[CH:22]=[C:23]([O:27][CH:28]([CH3:30])[CH3:29])[C:24]([NH:26][CH2:1][CH3:2])=[CH:25][C:20]=2[O:19][C:18]=1[C:31]1[CH:32]=[CH:33][C:34]([F:37])=[CH:35][CH:36]=1)=[O:16].[CH3:13][NH:14][C:15]([C:17]1[C:21]2[CH:22]=[C:23]([O:27][CH:28]([CH3:30])[CH3:29])[C:24]([N:26]([CH2:10][CH3:11])[CH2:1][CH3:2])=[CH:25][C:20]=2[O:19][C:18]=1[C:31]1[CH:32]=[CH:33][C:34]([F:37])=[CH:35][CH:36]=1)=[O:16]. The yield is 0.450. (9) The reactants are [Br:1][CH2:2][CH2:3][CH2:4]Br.C(=O)([O-])[O-].[K+].[K+].[Cl:12][C:13]1[CH:18]=[C:17]([O:19][CH2:20][CH:21]=[C:22]([Cl:24])[Cl:23])[CH:16]=[C:15]([Cl:25])[C:14]=1[OH:26].O. The catalyst is CN(C)C=O. The product is [Cl:12][C:13]1[CH:18]=[C:17]([O:19][CH2:20][CH:21]=[C:22]([Cl:24])[Cl:23])[CH:16]=[C:15]([Cl:25])[C:14]=1[O:26][CH2:4][CH2:3][CH2:2][Br:1]. The yield is 0.770.